From a dataset of Peptide-MHC class II binding affinity with 134,281 pairs from IEDB. Regression. Given a peptide amino acid sequence and an MHC pseudo amino acid sequence, predict their binding affinity value. This is MHC class II binding data. (1) The peptide sequence is YEVRAELPGVDPDKD. The MHC is DRB1_1302 with pseudo-sequence DRB1_1302. The binding affinity (normalized) is 0.0950. (2) The peptide sequence is EENEGDNACKRTYSD. The MHC is DRB3_0202 with pseudo-sequence DRB3_0202. The binding affinity (normalized) is 0.208. (3) The peptide sequence is MGGLWKYLNAVSLCI. The MHC is HLA-DQA10102-DQB10501 with pseudo-sequence HLA-DQA10102-DQB10501. The binding affinity (normalized) is 0.787. (4) The peptide sequence is KADLENPHPLEKKITQW. The MHC is DRB5_0101 with pseudo-sequence DRB5_0101. The binding affinity (normalized) is 0.108. (5) The peptide sequence is LSSTGSSCLFVLILF. The MHC is DRB1_0401 with pseudo-sequence DRB1_0401. The binding affinity (normalized) is 0.427. (6) The peptide sequence is KNLIPSSASPWSWPD. The MHC is DRB1_0701 with pseudo-sequence DRB1_0701. The binding affinity (normalized) is 0.719. (7) The peptide sequence is RMFSSTLRAAVPWYA. The MHC is DRB1_0401 with pseudo-sequence DRB1_0401. The binding affinity (normalized) is 0.547. (8) The peptide sequence is GELQIVDGIDAAFKI. The binding affinity (normalized) is 0.616. The MHC is DRB1_0802 with pseudo-sequence DRB1_0802.